Predict which catalyst facilitates the given reaction. From a dataset of Catalyst prediction with 721,799 reactions and 888 catalyst types from USPTO. (1) Reactant: F[C:2]1[CH:12]=[CH:11][C:5]([C:6]([O:8][CH2:9][CH3:10])=[O:7])=[CH:4][CH:3]=1.[CH:13]([S:16][Na])([CH3:15])[CH3:14]. Product: [CH:13]([S:16][C:2]1[CH:12]=[CH:11][C:5]([C:6]([O:8][CH2:9][CH3:10])=[O:7])=[CH:4][CH:3]=1)([CH3:15])[CH3:14]. The catalyst class is: 39. (2) Reactant: [Br:1][C:2]1[CH:3]=[C:4]2[C:9](=[C:10]3[CH2:14][CH2:13][CH2:12][C:11]=13)[N:8](C(OC(C)(C)C)=O)[C:7]([CH3:23])([CH3:22])[C:6](=[O:24])[C:5]2([CH3:26])[CH3:25].FC(F)(F)C(O)=O.[OH-].[Na+]. Product: [Br:1][C:2]1[CH:3]=[C:4]2[C:9](=[C:10]3[CH2:14][CH2:13][CH2:12][C:11]=13)[NH:8][C:7]([CH3:22])([CH3:23])[C:6](=[O:24])[C:5]2([CH3:26])[CH3:25]. The catalyst class is: 2. (3) Reactant: S(=O)(=O)(O)O.Cl[CH2:7][CH2:8][C:9]([C:11]1[CH:12]=[CH:13][C:14]2[N:15]([CH2:29][CH2:30][NH:31][S:32]([C:35]3[CH:40]=[CH:39][CH:38]=[CH:37][C:36]=3[N+:41]([O-:43])=[O:42])(=[O:34])=[O:33])[C:16]3[C:21]([C:22]=2[CH:23]=1)=[CH:20][C:19]([C:24](=[O:28])[CH2:25][CH2:26]Cl)=[CH:18][CH:17]=3)=[O:10]. Product: [O:10]=[C:9]1[C:11]2[CH:12]=[CH:13][C:14]3[N:15]([CH2:29][CH2:30][NH:31][S:32]([C:35]4[CH:40]=[CH:39][CH:38]=[CH:37][C:36]=4[N+:41]([O-:43])=[O:42])(=[O:34])=[O:33])[C:16]4[CH:17]=[CH:18][C:19]5[C:24](=[O:28])[CH2:25][CH2:26][C:20]=5[C:21]=4[C:22]=3[C:23]=2[CH2:7][CH2:8]1. The catalyst class is: 124. (4) Reactant: [CH2:1](OP(C#N)(=O)OCC)C.C[C:12]1[CH:17]=[CH:16][C:15]([NH:18][C:19]2[N:24]=[C:23]([C:25]3[CH:26]=[N:27][CH:28]=[CH:29][CH:30]=3)[CH:22]=[CH:21][N:20]=2)=[CH:14][C:13]=1[NH2:31].[C:32]([NH:35][C:36]1[CH:37]=[C:38]([CH:42]=[C:43]([C:45]([F:48])([F:47])[F:46])[CH:44]=1)[C:39](O)=[O:40])(=[O:34])[CH3:33].C(N(CC)CC)C.C(=O)([O-])O.[Na+]. Product: [C:32]([NH:35][C:36]1[CH:37]=[C:38]([CH:42]=[C:43]([C:45]([F:48])([F:47])[F:46])[CH:44]=1)[C:39]([NH:31][C:13]1[CH:12]=[CH:17][C:16]([CH3:1])=[C:15]([NH:18][C:19]2[N:24]=[C:23]([C:25]3[CH:26]=[N:27][CH:28]=[CH:29][CH:30]=3)[CH:22]=[CH:21][N:20]=2)[CH:14]=1)=[O:40])(=[O:34])[CH3:33]. The catalyst class is: 9. (5) The catalyst class is: 6. Reactant: Cl[C:2]1[N:3]([CH2:25][CH:26]([CH3:28])[CH3:27])[C:4](=[O:24])[C:5]2[N:6]([CH2:16][O:17][CH2:18][CH2:19][Si:20]([CH3:23])([CH3:22])[CH3:21])[C:7]([CH:11]3[CH2:15][CH2:14][CH2:13][CH2:12]3)=[N:8][C:9]=2[N:10]=1.CN1CCCC1.C(=O)([O-])[O-].[K+].[K+].[CH3:41][C:42]1[C:47]([OH:48])=[CH:46][CH:45]=[CH:44][N:43]=1. Product: [CH:11]1([C:7]2[N:6]([CH2:16][O:17][CH2:18][CH2:19][Si:20]([CH3:23])([CH3:22])[CH3:21])[C:5]3[C:4](=[O:24])[N:3]([CH2:25][CH:26]([CH3:28])[CH3:27])[C:2]([O:48][C:47]4[C:42]([CH3:41])=[N:43][CH:44]=[CH:45][CH:46]=4)=[N:10][C:9]=3[N:8]=2)[CH2:15][CH2:14][CH2:13][CH2:12]1.